Task: Predict which catalyst facilitates the given reaction.. Dataset: Catalyst prediction with 721,799 reactions and 888 catalyst types from USPTO (1) Reactant: Cl[C:2]1[C:11]2[C:6](=[CH:7][C:8]([O:14][CH2:15][CH2:16][CH2:17][N:18]3[CH2:22][CH2:21][CH2:20][CH2:19]3)=[C:9]([O:12][CH3:13])[CH:10]=2)[N:5]=[CH:4][N:3]=1.[OH:23][C:24]1[CH:33]=[C:32]2[C:27]([C:28]([CH3:35])=[CH:29][C:30]([CH3:34])=[N:31]2)=[CH:26][CH:25]=1.C(=O)([O-])[O-].[K+].[K+]. Product: [CH3:34][C:30]1[CH:29]=[C:28]([CH3:35])[C:27]2[C:32](=[CH:33][C:24]([O:23][C:2]3[C:11]4[C:6](=[CH:7][C:8]([O:14][CH2:15][CH2:16][CH2:17][N:18]5[CH2:22][CH2:21][CH2:20][CH2:19]5)=[C:9]([O:12][CH3:13])[CH:10]=4)[N:5]=[CH:4][N:3]=3)=[CH:25][CH:26]=2)[N:31]=1. The catalyst class is: 3. (2) Reactant: [N:1]([C@@H:4]([C:14]1[CH:15]=[N:16][C:17]([O:20][CH3:21])=[N:18][CH:19]=1)[CH2:5][O:6][Si:7]([C:10]([CH3:13])([CH3:12])[CH3:11])([CH3:9])[CH3:8])=[N+]=[N-]. Product: [Si:7]([O:6][CH2:5][C@H:4]([C:14]1[CH:19]=[N:18][C:17]([O:20][CH3:21])=[N:16][CH:15]=1)[NH2:1])([C:10]([CH3:13])([CH3:12])[CH3:11])([CH3:9])[CH3:8]. The catalyst class is: 78. (3) Reactant: [F:1][C:2]1[CH:7]=[CH:6][CH:5]=[CH:4][C:3]=1[CH:8]=[CH:9][C:10]#[N:11].[H][H]. Product: [F:1][C:2]1[CH:7]=[CH:6][CH:5]=[CH:4][C:3]=1[CH2:8][CH2:9][C:10]#[N:11]. The catalyst class is: 261.